This data is from Forward reaction prediction with 1.9M reactions from USPTO patents (1976-2016). The task is: Predict the product of the given reaction. Given the reactants [H-].C(O[Al](OC(C)(C)C)OC(C)(C)C)(C)(C)C.[Li+].[O:19]1[CH2:24][CH2:23][CH2:22][CH2:21][C:20]1([C:30](OCC)=[O:31])[C:25]([O:27][CH2:28][CH3:29])=[O:26].C1COCC1, predict the reaction product. The product is: [OH:31][CH2:30][C:20]1([C:25]([O:27][CH2:28][CH3:29])=[O:26])[CH2:21][CH2:22][CH2:23][CH2:24][O:19]1.